Dataset: Forward reaction prediction with 1.9M reactions from USPTO patents (1976-2016). Task: Predict the product of the given reaction. The product is: [CH3:12][C:11]([CH3:14])([CH3:13])[CH2:10][N:9]([CH2:15][C:16]1[CH:21]=[CH:20][C:19]([CH2:22][CH2:23][CH2:24][N:38]2[CH2:44][CH2:45][CH2:50][CH2:49][CH2:48]2)=[CH:18][CH:17]=1)[C:7]1[CH:6]=[CH:5][N:4]=[C:3]([C:1]#[N:2])[N:8]=1.[C:30]([C:32]1[N:37]=[C:36]([N:38]([CH2:44][C:45]2[CH:46]=[CH:47][C:48]([CH:51]([CH3:58])[CH2:52][O:53][S:54]([CH3:57])(=[O:55])=[O:56])=[CH:49][CH:50]=2)[CH2:39][C:40]([CH3:43])([CH3:42])[CH3:41])[CH:35]=[CH:34][N:33]=1)#[N:31]. Given the reactants [C:1]([C:3]1[N:8]=[C:7]([N:9]([CH2:15][C:16]2[CH:21]=[CH:20][C:19]([CH2:22][CH2:23][CH2:24]OS(C)(=O)=O)=[CH:18][CH:17]=2)[CH2:10][C:11]([CH3:14])([CH3:13])[CH3:12])[CH:6]=[CH:5][N:4]=1)#[N:2].[C:30]([C:32]1[N:37]=[C:36]([N:38]([CH2:44][C:45]2[CH:50]=[CH:49][C:48]([CH:51]([CH3:58])[CH2:52][O:53][S:54]([CH3:57])(=[O:56])=[O:55])=[CH:47][CH:46]=2)[CH2:39][C:40]([CH3:43])([CH3:42])[CH3:41])[CH:35]=[CH:34][N:33]=1)#[N:31].O, predict the reaction product.